This data is from Forward reaction prediction with 1.9M reactions from USPTO patents (1976-2016). The task is: Predict the product of the given reaction. (1) Given the reactants [CH:1]1([C:4]2[CH:8]=[C:7]([NH2:9])[NH:6][N:5]=2)[CH2:3][CH2:2]1.[Br:10][C:11]1[N:16]=[C:15](Br)[C:14]([C:18]#[C:19][Si:20]([CH3:23])([CH3:22])[CH3:21])=[C:13]([CH3:24])[N:12]=1, predict the reaction product. The product is: [Br:10][C:11]1[N:16]=[C:15]([NH:9][C:7]2[CH:8]=[C:4]([CH:1]3[CH2:3][CH2:2]3)[NH:5][N:6]=2)[C:14]([C:18]#[C:19][Si:20]([CH3:21])([CH3:23])[CH3:22])=[C:13]([CH3:24])[N:12]=1. (2) Given the reactants FC1C=C[C:5]([C:6]([OH:8])=[O:7])=CC=1[N+]([O-])=O.F[C:15](F)(F)[C:16]1[CH:17]=[C:18](O)[CH:19]=[CH:20][CH:21]=1.[N+:25]([C:28]1[CH:29]=[C:30]([CH:34]=[CH:35][C:36]=1[O:37][C:38]1[CH:43]=[CH:42][CH:41]=[C:40]([C:44]([F:47])([F:46])[F:45])[CH:39]=1)[C:31]([OH:33])=[O:32])([O-:27])=[O:26].CC(C)[N:50]=C=NC(C)C.[CH:57]1[CH:58]=[CH:59][C:60]2N(O)N=N[C:61]=2[CH:62]=1, predict the reaction product. The product is: [N+:25]([C:28]1[CH:29]=[C:30]([CH:34]=[CH:35][C:36]=1[O:37][C:38]1[CH:43]=[CH:42][CH:41]=[C:40]([C:44]([F:45])([F:46])[F:47])[CH:39]=1)[C:31]([OH:33])=[O:32])([O-:27])=[O:26].[C:19]1([C:62]2[CH:61]=[CH:60][CH:59]=[CH:58][CH:57]=2)[CH:18]=[CH:17][C:16]([CH2:15][C@H:5]([NH:50][C:31](=[O:32])[C:30]2[CH:34]=[CH:35][C:36]([O:37][C:38]3[CH:43]=[CH:42][CH:41]=[C:40]([C:44]([F:47])([F:46])[F:45])[CH:39]=3)=[C:28]([N+:25]([O-:27])=[O:26])[CH:29]=2)[C:6]([OH:8])=[O:7])=[CH:21][CH:20]=1. (3) Given the reactants Cl.[CH3:2][O:3][CH2:4][CH:5]1[CH2:10][CH2:9][CH2:8][NH:7][CH2:6]1.C[O-].[Na+].Cl[C:15]1[C:16]([C:29]2[CH:34]=[CH:33][C:32]([F:35])=[CH:31][CH:30]=2)=[N:17][C:18]2[C:23]([N:24]=1)=[CH:22][C:21]([C:25]([O:27][CH3:28])=[O:26])=[CH:20][CH:19]=2.CS(C)=O, predict the reaction product. The product is: [F:35][C:32]1[CH:31]=[CH:30][C:29]([C:16]2[C:15]([N:7]3[CH2:8][CH2:9][CH2:10][CH:5]([CH2:4][O:3][CH3:2])[CH2:6]3)=[N:24][C:23]3[C:18](=[CH:19][CH:20]=[C:21]([C:25]([O:27][CH3:28])=[O:26])[CH:22]=3)[N:17]=2)=[CH:34][CH:33]=1.